From a dataset of Reaction yield outcomes from USPTO patents with 853,638 reactions. Predict the reaction yield, written as a fraction of the theoretical maximum amount of product (1.0 means a 100% yield; for example, 0.34 means a 34% yield). (1) The reactants are [Cl:1][C:2]1[CH:7]=[CH:6][C:5]([O:8][C:9]2[CH:14]=[CH:13][C:12]([CH2:15][CH2:16][N:17]([CH3:21])[C:18]([NH2:20])=[NH:19])=[CH:11][CH:10]=2)=[CH:4][C:3]=1[C:22]([F:25])([F:24])[F:23].[CH:26]([CH:28]([CH2:33][C:34]1[CH:35]=[N:36][C:37]([O:40][CH3:41])=[N:38][CH:39]=1)[C:29](OC)=O)=[O:27]. The catalyst is CN1C(=O)CCC1. The product is [Cl:1][C:2]1[CH:7]=[CH:6][C:5]([O:8][C:9]2[CH:14]=[CH:13][C:12]([CH2:15][CH2:16][N:17]([CH3:21])[C:18]3[NH:20][CH:29]=[C:28]([CH2:33][C:34]4[CH:35]=[N:36][C:37]([O:40][CH3:41])=[N:38][CH:39]=4)[C:26](=[O:27])[N:19]=3)=[CH:11][CH:10]=2)=[CH:4][C:3]=1[C:22]([F:23])([F:24])[F:25]. The yield is 0.185. (2) The catalyst is C1C=CC(/C=C/C(/C=C/C2C=CC=CC=2)=O)=CC=1.C1C=CC(/C=C/C(/C=C/C2C=CC=CC=2)=O)=CC=1.C1C=CC(/C=C/C(/C=C/C2C=CC=CC=2)=O)=CC=1.[Pd].[Pd].O1CCOCC1. The yield is 0.310. The product is [Br:18][C:16]1[CH:17]=[C:12]([NH:10][C:7]2[CH:8]=[CH:9][N:4]3[CH:3]=[CH:2][N:1]=[C:5]3[N:6]=2)[C:13](=[O:20])[N:14]([CH3:19])[CH:15]=1. The reactants are [N:1]1[CH:2]=[CH:3][N:4]2[CH:9]=[CH:8][C:7]([NH2:10])=[N:6][C:5]=12.Br[C:12]1[C:13](=[O:20])[N:14]([CH3:19])[CH:15]=[C:16]([Br:18])[CH:17]=1.CC1(C)C2C(=C(P(C3C=CC=CC=3)C3C=CC=CC=3)C=CC=2)OC2C(P(C3C=CC=CC=3)C3C=CC=CC=3)=CC=CC1=2.C([O-])([O-])=O.[Cs+].[Cs+]. (3) The reactants are [F:1][C:2]1[CH:3]=[CH:4][C:5]([CH:8]=O)=[N:6][CH:7]=1.[C:10](=O)([O-])[O-].[K+].[K+].COP(C(=[N+]=[N-])C(=O)C)(=O)OC. The catalyst is CO. The product is [C:8]([C:5]1[CH:4]=[CH:3][C:2]([F:1])=[CH:7][N:6]=1)#[CH:10]. The yield is 0.780. (4) The reactants are [NH2:1][C:2]1[C:3]([C:10]([OH:12])=[O:11])=[N:4][C:5](Br)=[C:6]([F:8])[CH:7]=1.[F:13][C:14]1[CH:19]=[CH:18][C:17]([O:20][CH2:21][CH2:22][CH3:23])=[CH:16][C:15]=1B(O)O. No catalyst specified. The product is [NH2:1][C:2]1[C:3]([C:10]([OH:12])=[O:11])=[N:4][C:5]([C:19]2[CH:18]=[C:17]([O:20][CH2:21][CH2:22][CH3:23])[CH:16]=[CH:15][C:14]=2[F:13])=[C:6]([F:8])[CH:7]=1. The yield is 0.280. (5) The yield is 0.490. The product is [Br:1][C:2]1[CH:3]=[C:4]([NH:23][CH2:42][C:39]2[NH:38][C:37]([C:31]3[CH:36]=[CH:35][CH:34]=[CH:33][CH:32]=3)=[N:41][CH:40]=2)[CH:5]=[C:6]2[C:11]=1[N:10]=[CH:9][C:8]([C:12]#[N:13])=[C:7]2[NH:14][C:15]1[CH:20]=[CH:19][C:18]([F:21])=[C:17]([Cl:22])[CH:16]=1. The catalyst is C1COCC1.CO. The reactants are [Br:1][C:2]1[CH:3]=[C:4]([NH:23]CC2C=CC=CN=2)[CH:5]=[C:6]2[C:11]=1[N:10]=[CH:9][C:8]([C:12]#[N:13])=[C:7]2[NH:14][C:15]1[CH:20]=[CH:19][C:18]([F:21])=[C:17]([Cl:22])[CH:16]=1.[C:31]1([C:37]2[NH:38][C:39]([CH:42]=O)=[CH:40][N:41]=2)[CH:36]=[CH:35][CH:34]=[CH:33][CH:32]=1.[BH3-]C#N.[Na+]. (6) The reactants are C[N+]1([O-])CCOCC1.[OH:9][C@@H:10]([CH2:40][C@H:41]([CH2:45][OH:46])[CH:42]([CH3:44])[CH3:43])[C@@H:11]([NH:32][C:33](=[O:39])[O:34][C:35]([CH3:38])([CH3:37])[CH3:36])[CH2:12][C@H:13]([CH2:17][C:18]1[CH:26]=[C:25]2[C:21]([CH:22]=[N:23][N:24]2[CH2:27][CH2:28][CH2:29][O:30][CH3:31])=[CH:20][CH:19]=1)[CH:14]([CH3:16])[CH3:15]. The catalyst is C(Cl)Cl.[Ru]([O-])(=O)(=O)=O.C([N+](CCC)(CCC)CCC)CC. The product is [CH:42]([C@H:41]1[C:45](=[O:46])[O:9][C@H:10]([C@@H:11]([NH:32][C:33](=[O:39])[O:34][C:35]([CH3:36])([CH3:37])[CH3:38])[CH2:12][C@H:13]([CH2:17][C:18]2[CH:26]=[C:25]3[C:21]([CH:22]=[N:23][N:24]3[CH2:27][CH2:28][CH2:29][O:30][CH3:31])=[CH:20][CH:19]=2)[CH:14]([CH3:15])[CH3:16])[CH2:40]1)([CH3:44])[CH3:43]. The yield is 0.370. (7) The reactants are Br[C:2]1[CH:11]=[C:10]2[C:5]([CH:6]=[CH:7][N:8]=[C:9]2[Cl:12])=[CH:4][CH:3]=1.C([O:16][B:17](OC(C)C)[O:18]C(C)C)(C)C.C([Li])CCC. The catalyst is O1CCCC1. The product is [Cl:12][C:9]1[C:10]2[C:5](=[CH:4][CH:3]=[C:2]([B:17]([OH:18])[OH:16])[CH:11]=2)[CH:6]=[CH:7][N:8]=1. The yield is 0.588.